From a dataset of Forward reaction prediction with 1.9M reactions from USPTO patents (1976-2016). Predict the product of the given reaction. Given the reactants [CH2:1]([N:3]1[C:16](=O)[C:15]2[C:10](=[CH:11][C:12]([N+:18]([O-])=O)=[CH:13][CH:14]=2)[C:9]2[CH:8]=[CH:7][CH:6]=[CH:5][C:4]1=2)[CH3:2].[H-].[Al+3].[Li+].[H-].[H-].[H-], predict the reaction product. The product is: [CH2:1]([N:3]1[CH2:16][C:15]2[C:10](=[CH:11][C:12]([NH2:18])=[CH:13][CH:14]=2)[C:9]2[CH:8]=[CH:7][CH:6]=[CH:5][C:4]1=2)[CH3:2].